Dataset: Reaction yield outcomes from USPTO patents with 853,638 reactions. Task: Predict the reaction yield, written as a fraction of the theoretical maximum amount of product (1.0 means a 100% yield; for example, 0.34 means a 34% yield). (1) The reactants are [Cl:1][CH2:2][CH2:3][C:4]1[C:9](=[O:10])[N:8]2[CH:11]=[CH:12][CH:13]=[CH:14][C:7]2=[N:6][C:5]=1[CH3:15]. The catalyst is Cl.[Pd]. The product is [Cl:1][CH2:2][CH2:3][C:4]1[C:9](=[O:10])[N:8]2[CH2:11][CH2:12][CH2:13][CH2:14][C:7]2=[N:6][C:5]=1[CH3:15]. The yield is 0.900. (2) The catalyst is O1CCOCC1.[Pd].[Pd].C(=CC(C=CC1C=CC=CC=1)=O)C1C=CC=CC=1.C(=CC(C=CC1C=CC=CC=1)=O)C1C=CC=CC=1.C(=CC(C=CC1C=CC=CC=1)=O)C1C=CC=CC=1. The product is [CH2:16]([NH:23][C:24]1[C:25]2[CH2:34][O:33][CH2:32][CH2:31][C:26]=2[N:27]=[C:28]([N:1]2[C:2]3[CH:9]=[CH:8][CH:7]=[C:4]([C:5]#[N:6])[C:3]=3[CH:10]=[C:11]2[CH:13]2[CH2:15][CH2:14]2)[N:29]=1)[C:17]1[CH:18]=[CH:19][CH:20]=[CH:21][CH:22]=1. The reactants are [NH2:1][C:2]1[C:3]([CH2:10][C:11]([CH:13]2[CH2:15][CH2:14]2)=O)=[C:4]([CH:7]=[CH:8][CH:9]=1)[C:5]#[N:6].[CH2:16]([NH:23][C:24]1[C:25]2[CH2:34][O:33][CH2:32][CH2:31][C:26]=2[N:27]=[C:28](Cl)[N:29]=1)[C:17]1[CH:22]=[CH:21][CH:20]=[CH:19][CH:18]=1.CC(C1C=C(C(C)C)C(C2C=CC=CC=2P(C2CCCCC2)C2CCCCC2)=C(C(C)C)C=1)C.C([O-])([O-])=O.[Cs+].[Cs+]. The yield is 0.690. (3) The reactants are [C:1]1([C@@H:7]2[CH2:10][C@H:9]([OH:11])[CH2:8]2)[CH:6]=[CH:5][CH:4]=[CH:3][CH:2]=1.C1(P(C2C=CC=CC=2)C2C=CC=CC=2)C=CC=CC=1.[C:31](O)(=[O:38])[C:32]1[CH:37]=[CH:36][CH:35]=[CH:34][CH:33]=1.N(C(OCC)=O)=NC(OCC)=O. No catalyst specified. The product is [C:31]([O:11][C@H:9]1[CH2:8][C@H:7]([C:1]2[CH:6]=[CH:5][CH:4]=[CH:3][CH:2]=2)[CH2:10]1)(=[O:38])[C:32]1[CH:37]=[CH:36][CH:35]=[CH:34][CH:33]=1. The yield is 0.860. (4) The reactants are [CH:1]1([CH2:4][O:5][NH:6][C:7]([C:9]2[C:25]([NH:26][C:27]3[CH:32]=[CH:31][C:30]([C:33]#[N:34])=[CH:29][C:28]=3[CH3:35])=[C:24]([F:36])[C:12]3[N:13]=[C:14](COCC[Si](C)(C)C)[NH:15][C:11]=3[CH:10]=2)=[O:8])[CH2:3][CH2:2]1.Cl.[OH-].[Na+]. The product is [CH:1]1([CH2:4][O:5][NH:6][C:7]([C:9]2[C:25]([NH:26][C:27]3[CH:32]=[CH:31][C:30]([C:33]#[N:34])=[CH:29][C:28]=3[CH3:35])=[C:24]([F:36])[C:12]3[N:13]=[CH:14][NH:15][C:11]=3[CH:10]=2)=[O:8])[CH2:3][CH2:2]1. The yield is 0.900. The catalyst is CCO. (5) The reactants are [CH3:1][CH:2]([CH3:17])[CH2:3][CH2:4][NH:5][C:6]([C:8]1([C:13]([O:15]C)=[O:14])[CH2:12][CH2:11][CH2:10][CH2:9]1)=[O:7].O.[OH-].[Li+].[CH2:21]1COCC1. The catalyst is O.Cl. The product is [CH3:21][CH:9]1[CH2:10][CH2:11][CH2:12][C:8]1([C:6](=[O:7])[NH:5][CH2:4][CH2:3][CH:2]([CH3:17])[CH3:1])[C:13]([OH:15])=[O:14]. The yield is 0.900. (6) The reactants are [OH:1][CH2:2][CH:3]1[CH2:7][N:6]([C@@H:8]([CH2:16][CH3:17])[C:9]([O:11][C:12]([CH3:15])([CH3:14])[CH3:13])=[O:10])[C:5](=[O:18])[CH2:4]1. The catalyst is C(Cl)Cl.N1C=CC=CC=1. The product is [C:12]([O:11][C:9]([C@@H:8]([N:6]1[C:5](=[O:18])[CH2:4][CH:3]([CH:2]=[O:1])[CH2:7]1)[CH2:16][CH3:17])=[O:10])([CH3:15])([CH3:13])[CH3:14]. The yield is 0.410. (7) The product is [CH3:50][N:51]1[C:59]2[C:54](=[CH:55][C:56]([C:60]3[CH:61]=[C:62]([NH:66][C:23]([C:18]4[C:19](=[O:22])[O:20][C:21]5[C:16]([CH:17]=4)=[CH:15][CH:14]=[CH:13][C:12]=5[O:11][CH3:10])=[O:25])[CH:63]=[CH:64][CH:65]=3)=[CH:57][CH:58]=2)[CH:53]=[CH:52]1. The yield is 0.460. The catalyst is CN(C=O)C. The reactants are CCN(C(C)C)C(C)C.[CH3:10][O:11][C:12]1[CH:13]=[CH:14][CH:15]=[C:16]2[C:21]=1[O:20][C:19](=[O:22])[C:18]([C:23]([OH:25])=O)=[CH:17]2.CN(C(ON1N=NC2C=CC=NC1=2)=[N+](C)C)C.F[P-](F)(F)(F)(F)F.[CH3:50][N:51]1[C:59]2[C:54](=[CH:55][C:56]([C:60]3[CH:61]=[C:62]([NH2:66])[CH:63]=[CH:64][CH:65]=3)=[CH:57][CH:58]=2)[CH:53]=[CH:52]1. (8) The reactants are C([O:3][C:4]([C:6]12[CH2:24][CH:23]1[CH:22]=[CH:21][CH2:20][CH2:19][CH2:18][CH2:17][CH2:16][N:15]([CH2:25][C:26]1[CH:31]=[CH:30][C:29]([O:32][CH3:33])=[CH:28][CH:27]=1)[C:14](=[O:34])[N:13]1[CH:9]([CH2:10][CH:11]([O:35][C:36]3[C:45]4[C:40](=[C:41]([CH3:48])[C:42]([O:46][CH3:47])=[CH:43][CH:44]=4)[N:39]=[C:38]([C:49]4[S:50][CH:51]=[C:52]([CH:54]([CH3:56])[CH3:55])[N:53]=4)[CH:37]=3)[CH2:12]1)[C:8](=[O:57])[NH:7]2)=[O:5])C.[Li+].[OH-].C(O)(=O)CC(CC(O)=O)(C(O)=O)O. The catalyst is C1COCC1.CO.O. The product is [CH:54]([C:52]1[N:53]=[C:49]([C:38]2[CH:37]=[C:36]([O:35][CH:11]3[CH2:10][CH:9]4[N:13]([C:14](=[O:34])[N:15]([CH2:25][C:26]5[CH:27]=[CH:28][C:29]([O:32][CH3:33])=[CH:30][CH:31]=5)[CH2:16][CH2:17][CH2:18][CH2:19][CH2:20][CH:21]=[CH:22][CH:23]5[C:6]([C:4]([OH:5])=[O:3])([NH:7][C:8]4=[O:57])[CH2:24]5)[CH2:12]3)[C:45]3[C:40](=[C:41]([CH3:48])[C:42]([O:46][CH3:47])=[CH:43][CH:44]=3)[N:39]=2)[S:50][CH:51]=1)([CH3:56])[CH3:55]. The yield is 0.600. (9) The reactants are [F:1][C:2]1[CH:7]=[CH:6][C:5]([N:8]2[C:16]3[C:11](=[CH:12][C:13]4=[C:14]([CH2:17][CH2:18][CH2:19][C:20](=[O:29])/[C:21]/4=[CH:22]/[C:23]4[CH:28]=[CH:27][CH:26]=[CH:25][N:24]=4)[CH:15]=3)[CH:10]=[N:9]2)=[CH:4][CH:3]=1. The catalyst is C1(C)C=CC=CC=1.[OH-].[OH-].[Pd+2]. The product is [F:1][C:2]1[CH:7]=[CH:6][C:5]([N:8]2[C:16]3[C:11](=[CH:12][C:13]4[CH:21]([CH2:22][C:23]5[CH:28]=[CH:27][CH:26]=[CH:25][N:24]=5)[C:20](=[O:29])[CH2:19][CH2:18][CH2:17][C:14]=4[CH:15]=3)[CH:10]=[N:9]2)=[CH:4][CH:3]=1. The yield is 1.00. (10) The reactants are [CH3:1][O:2][C:3]1[CH:4]=[C:5]([C:11]2[CH:12]=[CH:13][C:14]3[N:15]=[CH:16][NH:17][C:18](=O)[C:19]=3[N:20]=2)[CH:6]=[CH:7][C:8]=1[O:9][CH3:10].P(Cl)(Cl)([Cl:24])=O.N1C(C)=CC=CC=1C. The catalyst is C1(C)C=CC=CC=1. The product is [Cl:24][C:18]1[C:19]2[N:20]=[C:11]([C:5]3[CH:6]=[CH:7][C:8]([O:9][CH3:10])=[C:3]([O:2][CH3:1])[CH:4]=3)[CH:12]=[CH:13][C:14]=2[N:15]=[CH:16][N:17]=1. The yield is 0.770.